This data is from Full USPTO retrosynthesis dataset with 1.9M reactions from patents (1976-2016). The task is: Predict the reactants needed to synthesize the given product. (1) Given the product [Cl:1][C:2]1[CH:3]=[C:4]([NH:9][C:10]([NH:25][C:15]2[CH:16]=[CH:17][C:18]([N:19]3[CH2:24][CH2:23][CH2:22][CH2:21][CH2:20]3)=[C:13]([F:12])[CH:14]=2)=[O:11])[CH:5]=[CH:6][C:7]=1[Cl:8], predict the reactants needed to synthesize it. The reactants are: [Cl:1][C:2]1[CH:3]=[C:4]([N:9]=[C:10]=[O:11])[CH:5]=[CH:6][C:7]=1[Cl:8].[F:12][C:13]1[CH:14]=[C:15]([NH2:25])[CH:16]=[CH:17][C:18]=1[N:19]1[CH2:24][CH2:23][CH2:22][CH2:21][CH2:20]1. (2) Given the product [C:26]([NH:30][S:31]([C:34]1[CH:39]=[C:38]([C:2]2[CH:7]=[CH:6][CH:5]=[C:4]([C:8]3[N:13]=[C:12]([C:14]4[CH:19]=[CH:18][C:17]([F:20])=[C:16]([F:21])[CH:15]=4)[CH:11]=[C:10]([C:22]([F:25])([F:24])[F:23])[N:9]=3)[CH:3]=2)[CH:37]=[CH:36][CH:35]=1)(=[O:33])=[O:32])([CH3:29])([CH3:27])[CH3:28], predict the reactants needed to synthesize it. The reactants are: Br[C:2]1[CH:3]=[C:4]([C:8]2[N:13]=[C:12]([C:14]3[CH:19]=[CH:18][C:17]([F:20])=[C:16]([F:21])[CH:15]=3)[CH:11]=[C:10]([C:22]([F:25])([F:24])[F:23])[N:9]=2)[CH:5]=[CH:6][CH:7]=1.[C:26]([NH:30][S:31]([C:34]1[CH:35]=[C:36](B(O)O)[CH:37]=[CH:38][CH:39]=1)(=[O:33])=[O:32])([CH3:29])([CH3:28])[CH3:27]. (3) Given the product [C:40]([O:43][C:20](=[O:29])[NH:17][C:7]1[C:8]2[C:3](=[C:2]([Br:1])[CH:11]=[CH:10][CH:9]=2)[CH:4]=[CH:5][CH:6]=1)([CH3:42])([CH3:41])[CH3:39], predict the reactants needed to synthesize it. The reactants are: [Br:1][C:2]1[CH:11]=[CH:10][CH:9]=[C:8]2[C:3]=1[CH:4]=[CH:5][CH:6]=[C:7]2C(O)=O.CC[N:17]([CH2:20]C)CC.C1C=CC(P(N=[N+]=[N-])(C2C=CC=CC=2)=[O:29])=CC=1.[CH3:39][C:40]([OH:43])([CH3:42])[CH3:41]. (4) Given the product [F:3][C:4]1[CH:9]=[CH:8][CH:7]=[CH:6][C:5]=1[CH2:10][CH2:11][CH:12]([CH3:26])[CH2:13][CH:14]([N:21]1[CH:25]=[N:24][CH:23]=[N:22]1)[CH:15]([OH:20])[C:16]([CH3:18])([CH3:19])[CH3:17], predict the reactants needed to synthesize it. The reactants are: [BH4-].[Na+].[F:3][C:4]1[CH:9]=[CH:8][CH:7]=[CH:6][C:5]=1[CH2:10][CH2:11][CH:12]([CH3:26])[CH2:13][CH:14]([N:21]1[CH:25]=[N:24][CH:23]=[N:22]1)[C:15](=[O:20])[C:16]([CH3:19])([CH3:18])[CH3:17].[NH4+].[Cl-]. (5) Given the product [CH3:1][C:2]1[CH:22]=[CH:21][CH:20]=[C:19]([CH3:23])[C:3]=1[CH2:4][O:5][C:6]1[CH:7]=[C:8]([C:12](=[O:18])[CH2:13][CH2:14][C:15]([NH2:26])=[O:16])[CH:9]=[CH:10][CH:11]=1, predict the reactants needed to synthesize it. The reactants are: [CH3:1][C:2]1[CH:22]=[CH:21][CH:20]=[C:19]([CH3:23])[C:3]=1[CH2:4][O:5][C:6]1[CH:7]=[C:8]([C:12](=[O:18])[CH2:13][CH2:14][C:15](O)=[O:16])[CH:9]=[CH:10][CH:11]=1.C([N:26](CC)CC)C.F[P-](F)(F)(F)(F)F.N1(O[P+](N(C)C)(N(C)C)N(C)C)C2C=CC=CC=2N=N1.N.